From a dataset of Catalyst prediction with 721,799 reactions and 888 catalyst types from USPTO. Predict which catalyst facilitates the given reaction. Reactant: S(=O)(=O)(O)O.Cl.[Cl:7][C:8]1[CH:13]=[CH:12][C:11]([NH:14]N)=[CH:10][CH:9]=1.[CH3:16][N:17]1[CH2:22][CH2:21][CH2:20][CH2:19][C:18]1=O. Product: [Cl:7][C:8]1[CH:13]=[CH:12][C:11]2[NH:14][C:20]3[CH2:21][CH2:22][N:17]([CH3:16])[CH2:18][C:19]=3[C:10]=2[CH:9]=1. The catalyst class is: 12.